From a dataset of Reaction yield outcomes from USPTO patents with 853,638 reactions. Predict the reaction yield, written as a fraction of the theoretical maximum amount of product (1.0 means a 100% yield; for example, 0.34 means a 34% yield). (1) The reactants are [CH3:1][O:2][C:3]1[CH:4]=[C:5]([C:11]2[N:12]=[C:13]([NH:23][CH2:24][CH3:25])[S:14][C:15]=2[C:16]2[CH:21]=[CH:20][N:19]=[C:18](Cl)[N:17]=2)[CH:6]=[C:7]([O:9][CH3:10])[CH:8]=1.[CH3:26][S:27]([CH2:30][CH2:31][N:32]1[CH2:36][CH2:35][C@H:34]([O:37][C:38]2[N:43]=[CH:42][C:41]([NH2:44])=[CH:40][CH:39]=2)[CH2:33]1)(=[O:29])=[O:28].CC(O)C.Cl. The catalyst is O1CCOCC1. The product is [CH3:1][O:2][C:3]1[CH:4]=[C:5]([C:11]2[N:12]=[C:13]([NH:23][CH2:24][CH3:25])[S:14][C:15]=2[C:16]2[CH:21]=[CH:20][N:19]=[C:18]([NH:44][C:41]3[CH:42]=[N:43][C:38]([O:37][C@H:34]4[CH2:35][CH2:36][N:32]([CH2:31][CH2:30][S:27]([CH3:26])(=[O:29])=[O:28])[CH2:33]4)=[CH:39][CH:40]=3)[N:17]=2)[CH:6]=[C:7]([O:9][CH3:10])[CH:8]=1. The yield is 0.250. (2) The reactants are [CH:1]1[C:10]2[C:5](=[CH:6][CH:7]=[CH:8][CH:9]=2)[CH:4]=[C:3]([C:11]([OH:13])=O)[N:2]=1.CN(C(ON1N=NC2C=CC=CC1=2)=[N+](C)C)C.F[P-](F)(F)(F)(F)F.CCN(C(C)C)C(C)C.[CH3:47][O:48][C:49]([C:51]1[C:59]2[N:58]=[C:57]([NH2:60])[NH:56][C:55]=2[C:54]([F:61])=[C:53]([O:62][CH2:63][CH3:64])[CH:52]=1)=[O:50]. The catalyst is CN(C=O)C. The product is [CH3:47][O:48][C:49]([C:51]1[C:59]2[NH:58][C:57]([NH:60][C:11]([C:3]3[N:2]=[CH:1][C:10]4[C:5]([CH:4]=3)=[CH:6][CH:7]=[CH:8][CH:9]=4)=[O:13])=[N:56][C:55]=2[C:54]([F:61])=[C:53]([O:62][CH2:63][CH3:64])[CH:52]=1)=[O:50]. The yield is 0.440. (3) The reactants are Cl[C:2]1[N:7]=[C:6]([NH:8][C:9]2[CH:14]=[CH:13][CH:12]=[C:11]([OH:15])[CH:10]=2)[C:5]([F:16])=[CH:4][N:3]=1.[NH2:17][CH2:18][CH2:19][C:20]1[C:28]2[C:23](=[CH:24][CH:25]=[CH:26][CH:27]=2)[NH:22][CH:21]=1. No catalyst specified. The product is [F:16][C:5]1[C:6]([NH:8][C:9]2[CH:14]=[CH:13][CH:12]=[C:11]([OH:15])[CH:10]=2)=[N:7][C:2]([NH:17][CH2:18][CH2:19][C:20]2[C:28]3[C:23](=[CH:24][CH:25]=[CH:26][CH:27]=3)[NH:22][CH:21]=2)=[N:3][CH:4]=1. The yield is 0.530.